Dataset: Reaction yield outcomes from USPTO patents with 853,638 reactions. Task: Predict the reaction yield, written as a fraction of the theoretical maximum amount of product (1.0 means a 100% yield; for example, 0.34 means a 34% yield). (1) The reactants are FC(F)(F)C(O)=O.[CH3:8][CH:9]([O:11][C:12]1[CH:19]=[CH:18][C:17]([C:20]2[O:24][N:23]=[C:22]([C:25]3[C:35]4[CH2:34][CH2:33][NH:32][CH2:31][CH2:30][C:29]=4[CH:28]=[CH:27][CH:26]=3)[N:21]=2)=[CH:16][C:13]=1[C:14]#[N:15])[CH3:10].Br[CH2:37][CH2:38][C:39]([NH2:41])=[O:40].C(=O)([O-])[O-].[K+].[K+]. The catalyst is CC(C)=O. The product is [C:14]([C:13]1[CH:16]=[C:17]([C:20]2[O:24][N:23]=[C:22]([C:25]3[C:35]4[CH2:34][CH2:33][N:32]([CH2:37][CH2:38][C:39]([NH2:41])=[O:40])[CH2:31][CH2:30][C:29]=4[CH:28]=[CH:27][CH:26]=3)[N:21]=2)[CH:18]=[CH:19][C:12]=1[O:11][CH:9]([CH3:8])[CH3:10])#[N:15]. The yield is 0.510. (2) The reactants are [NH2:1][CH2:2][CH2:3][CH2:4][O:5][C:6]1[CH:7]=[C:8]([C:12]2[S:20][C:19]3[C:14](=[N:15][CH:16]=[CH:17][C:18]=3[O:21][C:22]3[CH:27]=[CH:26][C:25]([NH:28][C:29](=[O:42])[CH2:30][C:31]([NH:33][C:34]4[CH:39]=[CH:38][CH:37]=[CH:36][C:35]=4[O:40][CH3:41])=[O:32])=[CH:24][C:23]=3[F:43])[CH:13]=2)[CH:9]=[CH:10][CH:11]=1.[N:44]1([C:49](N)=[NH:50])C=CC=N1.CCN(C(C)C)C(C)C. The catalyst is CN(C=O)C.ClCCl.CO. The product is [F:43][C:23]1[CH:24]=[C:25]([NH:28][C:29](=[O:42])[CH2:30][C:31]([NH:33][C:34]2[CH:39]=[CH:38][CH:37]=[CH:36][C:35]=2[O:40][CH3:41])=[O:32])[CH:26]=[CH:27][C:22]=1[O:21][C:18]1[CH:17]=[CH:16][N:15]=[C:14]2[CH:13]=[C:12]([C:8]3[CH:9]=[CH:10][CH:11]=[C:6]([O:5][CH2:4][CH2:3][CH2:2][NH:1][C:49]([NH2:50])=[NH:44])[CH:7]=3)[S:20][C:19]=12. The yield is 0.870. (3) The reactants are [NH2:1][CH2:2][C@@H:3]1[C@@H:11]([C@@:12]2([CH3:21])[CH2:17][CH2:16][C@H:15]([OH:18])[CH2:14][C@@H:13]2[CH2:19][OH:20])[CH2:10][CH2:9][C@@:8]2([CH3:22])[C@H:4]1[CH2:5][CH2:6][C:7]2=[CH2:23].C1CN([P+](ON2N=NC3C=CC=CC2=3)(N2CCCC2)N2CCCC2)CC1.F[P-](F)(F)(F)(F)F.[C:57]1([CH3:66])[CH:62]=[CH:61][CH:60]=[C:59]([C:63](O)=[O:64])[CH:58]=1.CCN(C(C)C)C(C)C. The catalyst is CCOC(C)=O.CN(C=O)C. The product is [OH:18][C@H:15]1[CH2:16][CH2:17][C@@:12]([C@H:11]2[CH2:10][CH2:9][C@@:8]3([CH3:22])[C@@H:4]([CH2:5][CH2:6][C:7]3=[CH2:23])[C@@H:3]2[CH2:2][NH:1][C:63](=[O:64])[C:59]2[CH:60]=[CH:61][CH:62]=[C:57]([CH3:66])[CH:58]=2)([CH3:21])[C@@H:13]([CH2:19][OH:20])[CH2:14]1. The yield is 0.730. (4) The reactants are [CH2:1]([O:3][C:4]1[C:8]([CH2:9][CH2:10][CH2:11][OH:12])=[CH:7][N:6]([C:13]2[CH:18]=[CH:17][C:16]([C:19]([F:22])([F:21])[F:20])=[CH:15][N:14]=2)[N:5]=1)[CH3:2].O[C:24]1[CH:29]=[CH:28][CH:27]=[CH:26][C:25]=1[CH2:30][CH2:31][C:32]([O:34]C)=[O:33].C(P(CCCC)CCCC)CCC.N(C(N1CCCCC1)=O)=NC(N1CCCCC1)=O. The catalyst is O1CCCC1. The product is [CH2:1]([O:3][C:4]1[C:8]([CH2:9][CH2:10][CH2:11][O:12][C:24]2[CH:29]=[CH:28][CH:27]=[CH:26][C:25]=2[CH2:30][CH2:31][C:32]([OH:34])=[O:33])=[CH:7][N:6]([C:13]2[CH:18]=[CH:17][C:16]([C:19]([F:21])([F:20])[F:22])=[CH:15][N:14]=2)[N:5]=1)[CH3:2]. The yield is 0.820. (5) The reactants are [C:1]([C:3]1[CH:4]=[C:5]2[C:10](=[CH:11][CH:12]=1)[N:9]=[C:8]([C:13]([NH:15][CH2:16][C:17]1[CH:22]=[CH:21][CH:20]=[C:19]([NH:23][C:24](=[O:51])[CH2:25][CH2:26][C:27]3[N:31]=[CH:30][N:29](C(C4C=CC=CC=4)(C4C=CC=CC=4)C4C=CC=CC=4)[N:28]=3)[CH:18]=1)=[O:14])[NH:7][C:6]2=[O:52])#[N:2].C([SiH](CC)CC)C.FC(F)(F)C(O)=O. The catalyst is ClCCl. The product is [C:1]([C:3]1[CH:4]=[C:5]2[C:10](=[CH:11][CH:12]=1)[N:9]=[C:8]([C:13]([NH:15][CH2:16][C:17]1[CH:22]=[CH:21][CH:20]=[C:19]([NH:23][C:24](=[O:51])[CH2:25][CH2:26][C:27]3[N:31]=[CH:30][NH:29][N:28]=3)[CH:18]=1)=[O:14])[NH:7][C:6]2=[O:52])#[N:2]. The yield is 0.710. (6) The reactants are CN1CCCC1=O.C(N(C(C)C)CC)(C)C.[OH:17][C:18]1[CH:23]=[CH:22][C:21]([NH:24][C:25]([NH:27][C:28]2[CH:33]=[CH:32][C:31]([O:34][CH3:35])=[CH:30][CH:29]=2)=[O:26])=[CH:20][CH:19]=1.Cl[C:37]1[C:46]2[C:41](=[CH:42][C:43]([O:49][CH2:50][C:51]3[CH:56]=[CH:55][CH:54]=[CH:53][CH:52]=3)=[C:44]([C:47]#[N:48])[CH:45]=2)[N:40]=[CH:39][CH:38]=1. The catalyst is C(OCC)(=O)C.O1CCCC1. The product is [C:47]([C:44]1[CH:45]=[C:46]2[C:41](=[CH:42][C:43]=1[O:49][CH2:50][C:51]1[CH:56]=[CH:55][CH:54]=[CH:53][CH:52]=1)[N:40]=[CH:39][CH:38]=[C:37]2[O:17][C:18]1[CH:23]=[CH:22][C:21]([NH:24][C:25]([NH:27][C:28]2[CH:33]=[CH:32][C:31]([O:34][CH3:35])=[CH:30][CH:29]=2)=[O:26])=[CH:20][CH:19]=1)#[N:48]. The yield is 0.435. (7) The reactants are [CH3:1][CH:2]1[CH2:6][CH2:5][CH2:4][N:3]1[CH2:7][CH2:8][CH2:9][OH:10].[H-].[Na+].Cl[C:14]1[N:19]=[CH:18][C:17]([C:20]2[O:21][CH2:22][C:23]([CH2:26][OH:27])([CH3:25])[N:24]=2)=[CH:16][CH:15]=1. The catalyst is CN(C=O)C.C(OCC)(=O)C. The product is [CH3:25][C:23]1([CH2:26][OH:27])[CH2:22][O:21][C:20]([C:17]2[CH:18]=[N:19][C:14]([O:10][CH2:9][CH2:8][CH2:7][N:3]3[CH2:4][CH2:5][CH2:6][CH:2]3[CH3:1])=[CH:15][CH:16]=2)=[N:24]1. The yield is 0.800. (8) The reactants are [CH3:1][O:2][C:3]1[C:4]([CH3:25])=[C:5]([C:16]([O:23][CH3:24])=[C:17]([O:21][CH3:22])[C:18]=1[O:19][CH3:20])[CH2:6][C:7]1[CH:8]=[CH:9][C:10]([OH:15])=[C:11]([CH:14]=1)[CH:12]=[O:13].C(=O)([O-])[O-].[K+].[K+].[CH:32](Br)([CH3:34])[CH3:33]. The catalyst is CN(C=O)C. The product is [CH3:1][O:2][C:3]1[C:4]([CH3:25])=[C:5]([C:16]([O:23][CH3:24])=[C:17]([O:21][CH3:22])[C:18]=1[O:19][CH3:20])[CH2:6][C:7]1[CH:8]=[CH:9][C:10]([O:15][CH:32]([CH3:34])[CH3:33])=[C:11]([CH:14]=1)[CH:12]=[O:13]. The yield is 0.940.